From a dataset of Catalyst prediction with 721,799 reactions and 888 catalyst types from USPTO. Predict which catalyst facilitates the given reaction. (1) Reactant: [H-].[Al+3].[Li+].[H-].[H-].[H-].[CH:7]1([CH2:10][NH:11][C:12]2[S:16][N:15]=[C:14]([C:17]3[CH:24]=[CH:23][C:20]([C:21]#[N:22])=[CH:19][CH:18]=3)[CH:13]=2)[CH2:9][CH2:8]1. Product: [NH2:15][C:14]([C:17]1[CH:18]=[CH:19][C:20]([CH2:21][NH2:22])=[CH:23][CH:24]=1)=[CH:13][C:12](=[S:16])[NH:11][CH2:10][CH:7]1[CH2:9][CH2:8]1. The catalyst class is: 1. (2) Reactant: FC(F)(F)C(O)=O.[CH:8]1([C@H:14]([NH:22][C:23]([C:25]2[CH:30]=[CH:29][C:28]([C:31]3[CH:36]=[CH:35][CH:34]=[CH:33][CH:32]=3)=[CH:27][C:26]=2[NH:37][C:38]([NH:40][C:41]2[C:46]([Cl:47])=[CH:45][C:44]([Cl:48])=[CH:43][C:42]=2[Cl:49])=[O:39])=[O:24])[C:15]([O:17]C(C)(C)C)=[O:16])[CH2:13][CH2:12][CH2:11][CH2:10][CH2:9]1. Product: [CH:8]1([CH:14]([NH:22][C:23]([C:25]2[CH:30]=[CH:29][C:28]([C:31]3[CH:36]=[CH:35][CH:34]=[CH:33][CH:32]=3)=[CH:27][C:26]=2[NH:37][C:38]([NH:40][C:41]2[C:42]([Cl:49])=[CH:43][C:44]([Cl:48])=[CH:45][C:46]=2[Cl:47])=[O:39])=[O:24])[C:15]([OH:17])=[O:16])[CH2:13][CH2:12][CH2:11][CH2:10][CH2:9]1. The catalyst class is: 4.